From a dataset of Reaction yield outcomes from USPTO patents with 853,638 reactions. Predict the reaction yield, written as a fraction of the theoretical maximum amount of product (1.0 means a 100% yield; for example, 0.34 means a 34% yield). (1) The reactants are [N+:1]([C:4]1[CH:9]=[CH:8][C:7]([NH:10][C:11]2[S:12][CH:13]=[CH:14][N:15]=2)=[CH:6][CH:5]=1)([O-])=O.[N+](C1C=CC(N(C2C=CC([N+]([O-])=O)=CC=2)C2SC=CN=2)=CC=1)([O-])=O. The catalyst is C(O)(=O)C.[Zn]. The product is [S:12]1[CH:13]=[CH:14][N:15]=[C:11]1[NH:10][C:7]1[CH:6]=[CH:5][C:4]([NH2:1])=[CH:9][CH:8]=1. The yield is 0.217. (2) The reactants are [CH3:1][O:2][C:3]1[CH:4]=[C:5]([CH:11]=[CH:12][C:13]=1[O:14][CH2:15][CH:16]1[CH2:21][CH2:20][N:19]([CH3:22])[CH2:18][CH2:17]1)[C:6]([O:8][CH2:9][CH3:10])=[O:7].C(O)(C(F)(F)F)=O.[N+:30]([O-])([OH:32])=[O:31]. The catalyst is C(Cl)Cl. The product is [CH3:1][O:2][C:3]1[CH:4]=[C:5]([C:11]([N+:30]([O-:32])=[O:31])=[CH:12][C:13]=1[O:14][CH2:15][CH:16]1[CH2:17][CH2:18][N:19]([CH3:22])[CH2:20][CH2:21]1)[C:6]([O:8][CH2:9][CH3:10])=[O:7]. The yield is 0.820. (3) The reactants are O[Li].O.C[O:5][C:6]([C:8]1[CH:9]=[C:10]([C:19]2[CH:24]=[CH:23][C:22]([CH3:25])=[CH:21][CH:20]=2)[CH:11]=[C:12]([N:14]2[CH:18]=[N:17][N:16]=[N:15]2)[CH:13]=1)=[O:7]. The catalyst is O.C1COCC1. The product is [CH3:25][C:22]1[CH:23]=[CH:24][C:19]([C:10]2[CH:11]=[C:12]([N:14]3[CH:18]=[N:17][N:16]=[N:15]3)[CH:13]=[C:8]([C:6]([OH:7])=[O:5])[CH:9]=2)=[CH:20][CH:21]=1. The yield is 0.930. (4) The reactants are Cl[C:2]1[N:3]=[C:4]([N:13]2[CH2:18][CH2:17][O:16][CH2:15][CH2:14]2)[C:5]2[S:10][C:9]([CH2:11][NH2:12])=[CH:8][C:6]=2[N:7]=1.N1C(C)=CC=CC=1C.[CH:27]1([NH:30][C:31](=[O:34])[CH2:32]Cl)[CH2:29][CH2:28]1.CC1(C)C(C)(C)OB([C:43]2[CH:51]=[CH:50][CH:49]=[C:48]3[C:44]=2[CH:45]=[N:46][NH:47]3)O1. The catalyst is CN(C=O)C. The product is [NH:47]1[C:48]2[C:44](=[C:43]([C:2]3[N:3]=[C:4]([N:13]4[CH2:18][CH2:17][O:16][CH2:15][CH2:14]4)[C:5]4[S:10][C:9]([CH2:11][NH:12][CH2:32][C:31]([NH:30][CH:27]5[CH2:29][CH2:28]5)=[O:34])=[CH:8][C:6]=4[N:7]=3)[CH:51]=[CH:50][CH:49]=2)[CH:45]=[N:46]1. The yield is 0.400.